Dataset: Reaction yield outcomes from USPTO patents with 853,638 reactions. Task: Predict the reaction yield, written as a fraction of the theoretical maximum amount of product (1.0 means a 100% yield; for example, 0.34 means a 34% yield). (1) The reactants are [CH3:1][O:2][C:3]1[CH:4]=[C:5](B2OC(C)(C)C(C)(C)O2)[CH:6]=[C:7]2[C:12]=1[O:11][CH:10]([C:13]([F:16])([F:15])[F:14])[C:9]([C:17]([O:19][CH2:20][CH3:21])=[O:18])=[CH:8]2.[OH:31]O.[OH-].[Na+].Cl. The catalyst is C1COCC1.O. The product is [OH:31][C:5]1[CH:6]=[C:7]2[C:12](=[C:3]([O:2][CH3:1])[CH:4]=1)[O:11][CH:10]([C:13]([F:14])([F:16])[F:15])[C:9]([C:17]([O:19][CH2:20][CH3:21])=[O:18])=[CH:8]2. The yield is 0.650. (2) The reactants are [CH:1]([CH:4]1[C:9]2=[CH:10][C:11]3[CH:12]=[CH:13][C:14]([S:17][CH3:18])=[CH:15][C:16]=3[N:8]2[CH2:7][CH2:6][NH:5]1)([CH3:3])[CH3:2].Cl[C:20]1[N:25]=[C:24]([C:26]([F:29])([F:28])[F:27])[CH:23]=[CH:22][N:21]=1.CCN(C(C)C)C(C)C. The catalyst is CC(O)C. The product is [CH:1]([CH:4]1[C:9]2=[CH:10][C:11]3[CH:12]=[CH:13][C:14]([S:17][CH3:18])=[CH:15][C:16]=3[N:8]2[CH2:7][CH2:6][N:5]1[C:20]1[N:25]=[C:24]([C:26]([F:29])([F:28])[F:27])[CH:23]=[CH:22][N:21]=1)([CH3:3])[CH3:2]. The yield is 0.577. (3) The reactants are [Si]([O:18][CH2:19][C:20]1[CH:21]=[C:22]([OH:30])[CH:23]=[C:24]([CH2:26][O:27][CH2:28][CH3:29])[CH:25]=1)(C(C)(C)C)(C1C=CC=CC=1)C1C=CC=CC=1.[H-].[Na+].Cl[C:34]1[C:39]([Cl:40])=[CH:38][C:37]([C:41]([F:44])([F:43])[F:42])=[CH:36][N:35]=1.[F-].C([N+](CCCC)(CCCC)CCCC)CCC.C(=O)([O-])O.[Na+]. The catalyst is CN(C)C=O.O1CCCC1.O. The product is [Cl:40][C:39]1[C:34]([O:30][C:22]2[CH:21]=[C:20]([CH2:19][OH:18])[CH:25]=[C:24]([CH2:26][O:27][CH2:28][CH3:29])[CH:23]=2)=[N:35][CH:36]=[C:37]([C:41]([F:43])([F:42])[F:44])[CH:38]=1. The yield is 0.610. (4) The reactants are [F:1][C:2]1([F:30])[CH2:7][CH2:6][N:5]([C:8]([C:10]2[NH:11][C:12]3[C:17]([CH:18]=2)=[CH:16][C:15]([C:19]([N:21]2[CH2:26][CH2:25][N:24]([CH:27]([CH3:29])[CH3:28])[CH2:23][CH2:22]2)=[O:20])=[CH:14][CH:13]=3)=[O:9])[CH2:4][CH2:3]1.[CH3:31][C:32]1[CH:33]=[C:34](B(O)O)[CH:35]=[CH:36][CH:37]=1.N1C=CC=CC=1. The catalyst is ClCCl.C([O-])(=O)C.[Cu+2].C([O-])(=O)C. The product is [F:30][C:2]1([F:1])[CH2:7][CH2:6][N:5]([C:8]([C:10]2[N:11]([C:36]3[CH:37]=[C:32]([CH3:31])[CH:33]=[CH:34][CH:35]=3)[C:12]3[C:17]([CH:18]=2)=[CH:16][C:15]([C:19]([N:21]2[CH2:22][CH2:23][N:24]([CH:27]([CH3:28])[CH3:29])[CH2:25][CH2:26]2)=[O:20])=[CH:14][CH:13]=3)=[O:9])[CH2:4][CH2:3]1. The yield is 0.450. (5) The reactants are FC(F)(F)C(O)=O.[C:8]([N:11]1[C:20]2[C:15](=[C:16]([O:39][CH2:40][CH2:41][CH3:42])[C:17]([C:21]3[CH:22]=[N:23][N:24]([CH:26]4[CH2:31][CH2:30][N:29](C(OC(C)(C)C)=O)[CH2:28][CH2:27]4)[CH:25]=3)=[CH:18][CH:19]=2)[CH2:14][CH2:13][C@@H:12]1[CH3:43])(=[O:10])[CH3:9]. The catalyst is ClCCl. The product is [CH3:43][C@H:12]1[CH2:13][CH2:14][C:15]2[C:20](=[CH:19][CH:18]=[C:17]([C:21]3[CH:22]=[N:23][N:24]([CH:26]4[CH2:27][CH2:28][NH:29][CH2:30][CH2:31]4)[CH:25]=3)[C:16]=2[O:39][CH2:40][CH2:41][CH3:42])[N:11]1[C:8](=[O:10])[CH3:9]. The yield is 0.890.